From a dataset of Full USPTO retrosynthesis dataset with 1.9M reactions from patents (1976-2016). Predict the reactants needed to synthesize the given product. (1) Given the product [N:25]1[CH:26]=[CH:27][C:22]([N:18]2[C:19]3[C:15](=[CH:14][C:13]([O:10][C@H:3]([C:4]4[CH:5]=[CH:6][CH:7]=[CH:8][CH:9]=4)[C@H:2]([CH3:1])[NH2:11])=[CH:21][CH:20]=3)[CH:16]=[N:17]2)=[CH:23][CH:24]=1, predict the reactants needed to synthesize it. The reactants are: [CH3:1][C@H:2]([NH2:11])[C@H:3]([OH:10])[C:4]1[CH:9]=[CH:8][CH:7]=[CH:6][CH:5]=1.I[C:13]1[CH:14]=[C:15]2[C:19](=[CH:20][CH:21]=1)[N:18]([C:22]1[CH:27]=[CH:26][N:25]=[CH:24][CH:23]=1)[N:17]=[CH:16]2.C(=O)([O-])[O-].[Cs+].[Cs+].C(#N)CCC. (2) Given the product [CH2:12]([N:19]1[C@@H:27]2[C@@:22]([C:29]3[CH:34]=[CH:33][C:32]([O:35][CH3:36])=[C:31]([O:37][CH3:38])[CH:30]=3)([CH2:23][CH2:24][C@@H:25]([NH:28][C:10]([NH:9][C:4]3[CH:5]=[CH:6][C:7]([F:8])=[C:2]([F:1])[CH:3]=3)=[O:11])[CH2:26]2)[CH2:21][CH2:20]1)[C:13]1[CH:18]=[CH:17][CH:16]=[CH:15][CH:14]=1, predict the reactants needed to synthesize it. The reactants are: [F:1][C:2]1[CH:3]=[C:4]([N:9]=[C:10]=[O:11])[CH:5]=[CH:6][C:7]=1[F:8].[CH2:12]([N:19]1[C@@H:27]2[C@@:22]([C:29]3[CH:34]=[CH:33][C:32]([O:35][CH3:36])=[C:31]([O:37][CH3:38])[CH:30]=3)([CH2:23][CH2:24][CH:25]([NH2:28])[CH2:26]2)[CH2:21][CH2:20]1)[C:13]1[CH:18]=[CH:17][CH:16]=[CH:15][CH:14]=1.